From a dataset of Reaction yield outcomes from USPTO patents with 853,638 reactions. Predict the reaction yield, written as a fraction of the theoretical maximum amount of product (1.0 means a 100% yield; for example, 0.34 means a 34% yield). (1) The reactants are [N+:1]([C:4]1[CH:5]=[C:6]([CH:10]=[CH:11][C:12]=1[O:13][CH3:14])[C:7]([OH:9])=O)([O-:3])=[O:2].[CH3:15][N:16]1[CH2:21][CH2:20][CH:19]([NH2:22])[CH2:18][CH2:17]1.CN(C(ON1N=NC2C=CC=NC1=2)=[N+](C)C)C.F[P-](F)(F)(F)(F)F.CCN(C(C)C)C(C)C. The catalyst is CN(C=O)C. The product is [CH3:14][O:13][C:12]1[CH:11]=[CH:10][C:6]([C:7]([NH:22][CH:19]2[CH2:20][CH2:21][N:16]([CH3:15])[CH2:17][CH2:18]2)=[O:9])=[CH:5][C:4]=1[N+:1]([O-:3])=[O:2]. The yield is 0.764. (2) The reactants are [C:1]([OH:4])(=[S:3])[CH3:2].C[O-].[Na+].Br[CH2:9][CH2:10][CH2:11][CH2:12][CH2:13]/[CH:14]=[CH:15]\[CH2:16][CH2:17][CH2:18][CH2:19][CH2:20][CH2:21][CH3:22].Cl. The catalyst is CO.O. The product is [CH2:9]([CH2:2][C:1]([OH:4])=[S:3])[CH2:10][CH2:11][CH2:12][CH2:13]/[CH:14]=[CH:15]\[CH2:16][CH2:17][CH2:18][CH2:19][CH2:20][CH2:21][CH3:22]. The yield is 0.960. (3) The reactants are [CH:1]([N:4]1[CH2:9][CH2:8][C@H:7]([N:10]2[CH2:14][CH2:13][C@H:12]([NH:15]C(=O)OCC3C=CC=CC=3)[C:11]2=[O:26])[C@H:6]([CH2:27][CH2:28][CH3:29])[CH2:5]1)([CH3:3])[CH3:2].[H][H]. The catalyst is CO.[Pd]. The product is [NH2:15][C@H:12]1[CH2:13][CH2:14][N:10]([C@H:7]2[CH2:8][CH2:9][N:4]([CH:1]([CH3:2])[CH3:3])[CH2:5][C@H:6]2[CH2:27][CH2:28][CH3:29])[C:11]1=[O:26]. The yield is 0.950.